Task: Predict the reaction yield, written as a fraction of the theoretical maximum amount of product (1.0 means a 100% yield; for example, 0.34 means a 34% yield).. Dataset: Reaction yield outcomes from USPTO patents with 853,638 reactions The reactants are [CH3:1][N:2]1[CH2:15][CH2:14][C:5]2[NH:6][C:7]3[CH:8]=[CH:9][C:10]([CH3:13])=[CH:11][C:12]=3[C:4]=2[CH2:3]1.[OH-].[K+].Br[CH2:19][CH2:20][C:21]1[CH:26]=[CH:25][C:24]([O:27][CH2:28][CH3:29])=[CH:23][CH:22]=1. The catalyst is CN1CCCC1=O.O. The product is [CH2:28]([O:27][C:24]1[CH:25]=[CH:26][C:21]([CH2:20][CH2:19][N:6]2[C:7]3[CH:8]=[CH:9][C:10]([CH3:13])=[CH:11][C:12]=3[C:4]3[CH2:3][N:2]([CH3:1])[CH2:15][CH2:14][C:5]2=3)=[CH:22][CH:23]=1)[CH3:29]. The yield is 0.100.